From a dataset of NCI-60 drug combinations with 297,098 pairs across 59 cell lines. Regression. Given two drug SMILES strings and cell line genomic features, predict the synergy score measuring deviation from expected non-interaction effect. Drug 1: CC1=C2C(C(=O)C3(C(CC4C(C3C(C(C2(C)C)(CC1OC(=O)C(C(C5=CC=CC=C5)NC(=O)OC(C)(C)C)O)O)OC(=O)C6=CC=CC=C6)(CO4)OC(=O)C)OC)C)OC. Drug 2: C#CCC(CC1=CN=C2C(=N1)C(=NC(=N2)N)N)C3=CC=C(C=C3)C(=O)NC(CCC(=O)O)C(=O)O. Cell line: NCI-H460. Synergy scores: CSS=27.2, Synergy_ZIP=-3.67, Synergy_Bliss=-9.83, Synergy_Loewe=-10.5, Synergy_HSA=-9.68.